From a dataset of Full USPTO retrosynthesis dataset with 1.9M reactions from patents (1976-2016). Predict the reactants needed to synthesize the given product. (1) Given the product [F:41][C:23]1[CH:24]=[C:25]([N:28]2[CH2:32][C@H:31]([CH2:33][N:34]3[CH:38]=[C:37]([CH3:39])[N:36]=[N:35]3)[O:30][C:29]2=[O:40])[CH:26]=[CH:27][C:22]=1[C:19]1[CH:20]=[CH:21][C:16]([N:12]2[CH2:11][C@H:10]([CH2:9][OH:8])[O:14][C:13]2=[O:15])=[CH:17][CH:18]=1, predict the reactants needed to synthesize it. The reactants are: [Si]([O:8][CH2:9][C@@H:10]1[O:14][C:13](=[O:15])[N:12]([C:16]2[CH:21]=[CH:20][C:19]([C:22]3[CH:27]=[CH:26][C:25]([N:28]4[CH2:32][C@H:31]([CH2:33][N:34]5[CH:38]=[C:37]([CH3:39])[N:36]=[N:35]5)[O:30][C:29]4=[O:40])=[CH:24][CH:23]=3)=[CH:18][CH:17]=2)[CH2:11]1)(C(C)(C)C)(C)C.[F-:41].C([N+](CCCC)(CCCC)CCCC)CCC. (2) Given the product [F:9][C:10]([F:23])([F:22])[S:11]([O:14][C:31]1[CH:30]=[CH:29][CH:28]=[C:27]2[C:32]=1[CH:33]=[C:25]([CH3:24])[NH:26]2)(=[O:13])=[O:12], predict the reactants needed to synthesize it. The reactants are: N1C(C)=CC=CC=1C.[F:9][C:10]([F:23])([F:22])[S:11]([O:14]S(C(F)(F)F)(=O)=O)(=[O:13])=[O:12].[CH3:24][C:25]1[NH:26][C:27]2[CH:28]=[CH:29][CH:30]=[C:31](O)[C:32]=2[CH:33]=1. (3) Given the product [CH2:1]([O:2][C:3]([C:5]1[C:6](=[O:22])[O:7][CH:8]([C:16]2[CH:21]=[CH:20][CH:19]=[CH:18][CH:17]=2)[C:9]=1[C:10]1[CH:15]=[CH:14][CH:13]=[CH:12][CH:11]=1)=[O:4])[CH2:23][CH3:24], predict the reactants needed to synthesize it. The reactants are: [CH3:1][O:2][C:3]([C:5]1[C:6](=[O:22])[O:7][CH:8]([C:16]2[CH:21]=[CH:20][CH:19]=[CH:18][CH:17]=2)[C:9]=1[C:10]1[CH:15]=[CH:14][CH:13]=[CH:12][CH:11]=1)=[O:4].[CH2:23](O)[CH2:24]C. (4) Given the product [Cl:11][C:12]1[C:13]([C:24]([NH:26][CH:27]2[CH2:32][CH2:31][CH2:30][C:29](=[O:33])[CH2:28]2)=[O:25])=[N:14][O:15][C:16]=1[C:17]1[CH:22]=[CH:21][C:20]([F:23])=[CH:19][CH:18]=1, predict the reactants needed to synthesize it. The reactants are: C(Cl)(=O)C(Cl)=O.CS(C)=O.[Cl:11][C:12]1[C:13]([C:24]([NH:26][CH:27]2[CH2:32][CH2:31][CH2:30][CH:29]([OH:33])[CH2:28]2)=[O:25])=[N:14][O:15][C:16]=1[C:17]1[CH:22]=[CH:21][C:20]([F:23])=[CH:19][CH:18]=1.C(N(CC)CC)C. (5) Given the product [Cl:1][C:2]1[CH:3]=[CH:4][C:5]([C:6]2[C:11]([C:12]3[CH:21]=[CH:20][C:19]4[C:14](=[CH:15][CH:16]=[C:17]([C:22]5[N:26]([CH:27]6[CH2:32][CH2:31][CH2:30][CH2:29][CH2:28]6)[C:25]6[CH:33]=[CH:34][C:35]([C:37]([OH:39])=[O:38])=[CH:36][C:24]=6[N:23]=5)[CH:18]=4)[N:13]=3)=[CH:10][C:9]([C:40](=[O:47])[NH:41][CH3:42])=[CH:8][CH:7]=2)=[CH:48][CH:49]=1, predict the reactants needed to synthesize it. The reactants are: [Cl:1][C:2]1[CH:49]=[CH:48][C:5]([C:6]2[C:11]([C:12]3[CH:21]=[CH:20][C:19]4[C:14](=[CH:15][CH:16]=[C:17]([C:22]5[N:26]([CH:27]6[CH2:32][CH2:31][CH2:30][CH2:29][CH2:28]6)[C:25]6[CH:33]=[CH:34][C:35]([C:37]([OH:39])=[O:38])=[CH:36][C:24]=6[N:23]=5)[CH:18]=4)[N:13]=3)=[CH:10][C:9]([C:40](=[O:47])[NH:41][CH2:42]CN(C)C)=[CH:8][CH:7]=2)=[CH:4][CH:3]=1.CN. (6) Given the product [CH:1]1([C:4]([N:6]2[CH2:10][CH2:9][C@@H:8]([CH2:11][N:12]3[C:13](=[O:30])[N:14]([C:43]([NH:42][CH2:45][CH3:46])=[O:44])[N:15]=[C:16]3[C:17]3[CH:22]=[CH:21][C:20]([C:23]4[CH:24]=[CH:25][C:26]([F:29])=[CH:27][CH:28]=4)=[CH:19][CH:18]=3)[CH2:7]2)=[O:5])[CH2:3][CH2:2]1, predict the reactants needed to synthesize it. The reactants are: [CH:1]1([C:4]([N:6]2[CH2:10][CH2:9][C@@H:8]([CH2:11][N:12]3[C:16]([C:17]4[CH:22]=[CH:21][C:20]([C:23]5[CH:28]=[CH:27][C:26]([F:29])=[CH:25][CH:24]=5)=[CH:19][CH:18]=4)=[N:15][NH:14][C:13]3=[O:30])[CH2:7]2)=[O:5])[CH2:3][CH2:2]1.C1CCN2C(=NCCC2)CC1.[N:42]([CH2:45][CH3:46])=[C:43]=[O:44].